This data is from Drug-target binding data from BindingDB using IC50 measurements. The task is: Regression. Given a target protein amino acid sequence and a drug SMILES string, predict the binding affinity score between them. We predict pIC50 (pIC50 = -log10(IC50 in M); higher means more potent). Dataset: bindingdb_ic50. (1) The drug is CC(C)(O)c1ccccc1CC[C@@H](SCC1(CC(=O)O)CC1)c1cccc(/C=C/c2nc(C3CCCC3)cs2)c1. The target protein (Q2NNR5) has sequence MDETGNPTIPPASNNTCYDSIDDFRNQVYSTLYSMISVVGFFGNGFVLYVLVKTYHEKSAFQVYMINLAVADLLCVCTLPLRVAYYVHKGIWLFGDFLCRLSTYALYVNLYCSIFFMTAMSFFRCVAIVFPVQNISLVTQKKARLVCIAIWMFVILTSSPFLMANTYKDEKNNTKCFEPPQDNQAKNYVLILHYVSLFIGFIIPFITIIVCYTMIIFTLLKSSMKKNLSSRKRAIGMIIVVTAAFLVSFMPYHIQRTIHLHFLHNKTKPCDSILRMQKSVVITLSLAASNCCFDPLLYFFSGGNFRRRLSTIRKYSLSSMTYIPKKKTSLPQKGKDICKE. The pIC50 is 8.8. (2) The compound is CCc1c2nc(-c3cc(S(=O)(=O)N4CCN(CC)CC4)cnc3O[C@H](C)c3ccccn3)[nH]c(=O)c2nn1C. The target protein (Q28263) has sequence MGEVTAEQVEKFLDSNIIFAKQYYNLRYRAKVISDMLGAKEAAVDFSNYHSLSSVEESEIIFDLLRDFQENLQAERCIFNVMKKLCFLLQADRMSLFMYRVRNGIAELATRLFNVHKDAVLEECLVAPDSEIVFPLDMGVVGHVAHSKKIANVVNTEEDEHFCDFVDTLTEYQTKNILASPIMNGKDVVAVIMAVNKVDEPHFTKRDEEILLKYLNFANLIMKVYHLSYLHNCETRRGQILLWSGSKVFEELTDIERQFHKALYTVRAFLNCDRYSVGLLDMTKQKEFFDVWPVLMGEAPPYSGPRTPDGREINFYKVIDYILHGKEDIKVIPNPPPDHWALVSGLPTYVAQNGLICNIMNAPAEDFFAFQKEPLDESGWMIKNVLSMPIVNKKEEIVGVATFYNRKDGKPFDEMDETLMESLAQFLGWSVLNPDTYESMNRLENRKDIFQDMVKYHVKCDNEEIQKILKTREVYGKEPWECEEEELAEILQGELPDAEK.... The pIC50 is 5.4. (3) The drug is Cc1c(CCCC(=O)O)c2cccc(C#Cc3ccc(OCCCCc4c(F)cc(F)c(F)c4F)cc3)c2n1CCCC(=O)O. The target protein sequence is MEPNNSSSRNCMIQESFKKEFYPVTYLVIFVWGALGNGLSIYVFLQTYKKSTSANVFMLNLAMSDLLFISTLPFRAHYYLNNSNWIFGDVPCRIMSYSLYVNMYTSIYFLTVLSVVRFLATVHPFRLLHVTSFRSAWILCGIIWIFTMASAAVLLMHGSEPKNSITTCLELDIRKVGKLKVMNHIALVVGFLLPFFTLSICYLLVIRVLLKVEIPESTLRASHRKALITIIIALITFLLCFLPYHTLRTLHLITWNKDSCGNGLHKAVVITLALAAANSCVNPFLYYFAGENFKDKLKAVFIKDHPQKAKCSFPICL. The pIC50 is 8.0. (4) The small molecule is CS(=O)(=O)c1ccc(/C=C2/C(=O)Nc3ccc([N+](=O)[O-])cc32)cc1. The target protein (O97554) has sequence MSRSSPSLRLPVLLLLLLLLLLPPPPPVLPADPGAPAPVNPCCYFPCQHQGVCVRVALDRYQCDCTRTGYSGPNCTVPDLWTWLRSSLRPSPTFVHYLLTHVRWFWEFVNATFIRDTLMRLVLTVRSNLIPSPPTYNLDYDYISWEAFSNVSYYTRVLPSVPKDCPTPMGTKGKKQLPDAQVLAHRFLLRRTFIPDPQGTNLMFAFFAQHFTHQFFKTSGKMGPGFTKALGHGVDLGHIYGDSLERQYHLRLFKDGKLKYQVLDGEVYPPSVEEAPVLMHYPRGVPPRSQMAVGQEVFGLLPGLMLYATLWLREHNRVCDLLKAEHPTWDDEQLFQTTRLILIGETIKIVIEEYVQQLSGYFLQLKFDPEMLFSVQFQYRNRIAMEFNHLYHWHPLMPDSFQVGSQEYSYEQFLFNTSMLVDYGVEALVDAFSRQSAGRIGGGRNIDHHVLHVAVEVIKESREMRLQPFNEYRKRFGLKPYASFQELTGETEMAAELEEL.... The pIC50 is 6.3. (5) The drug is O=C(O)CNC(=O)c1nc(Cc2ccccc2)c2ccccc2c1O. The target protein sequence is MEVAEVESPLNPSCKIMTFRPSMEEFREFNKYLAYMESKGAHRAGLAKVIPPKEWKPRQCYDDIDNLLIPAPIQQMVTGQSGLFTQYNIQKKAMTVKEFRQLANSGKYCTPRYLDYEDLERKYWKNLTFVAPIYGADINGSIYDEGVDEWNIARLNTVLDVVEEECGISIEGVNTPYLYFGMWKTTFAWHTEDMDLYSINYLHFGEPKSWYAIPPEHGKRLERLAQGFFPSSSQGCDAFLRHKMTLISPSVLKKYGIPFDKITQEAGEFMITFPYGYHAGFNHGFNCAESTNFATVRWIDYGKVAKLCTCRKDMVKISMDIFVRKFQPDRYQLWKQGKDIYTIDHTKPTPASTPEVKAWLQRRRKVRKASRSFQCARSTSKRPKADEEEEVSDEVDGAEVPNPDSVTDDLKVSEKSEAAVKLRNTEASSEEESSASRMQVEQNLSDHIKLSGNSCLSTSVTEDIKTEDDKAYAYRSVPSISSEADDSIPLSSGYEKPEKS.... The pIC50 is 4.0.